This data is from Catalyst prediction with 721,799 reactions and 888 catalyst types from USPTO. The task is: Predict which catalyst facilitates the given reaction. Reactant: [CH:1]1[CH:2]=[CH:3][N:4]=[C:5]([C@@H:7]([O:15][CH:16]2[CH2:21][CH2:20][N:19]([CH2:22][CH2:23][CH2:24][C:25]([OH:27])=[O:26])[CH2:18][CH2:17]2)[C:8]2[CH:9]=[CH:10][C:11]([Cl:14])=[CH:12][CH:13]=2)[CH:6]=1.[OH-].[Na+].[Cl-].[Ca+2:31].[Cl-]. Product: [CH:1]1[CH:2]=[CH:3][N:4]=[C:5]([C@@H:7]([O:15][CH:16]2[CH2:17][CH2:18][N:19]([CH2:22][CH2:23][CH2:24][C:25]([OH:27])=[O:26])[CH2:20][CH2:21]2)[C:8]2[CH:9]=[CH:10][C:11]([Cl:14])=[CH:12][CH:13]=2)[CH:6]=1.[Ca:31]. The catalyst class is: 72.